This data is from Reaction yield outcomes from USPTO patents with 853,638 reactions. The task is: Predict the reaction yield, written as a fraction of the theoretical maximum amount of product (1.0 means a 100% yield; for example, 0.34 means a 34% yield). (1) The reactants are Cl[C:2]1[N:12]=[C:11]2[C:5]([N:6]([CH3:17])[C:7](=[O:16])[CH2:8][CH2:9][N:10]2[CH:13]([CH3:15])[CH3:14])=[CH:4][N:3]=1.[NH2:18][C:19]1[CH:33]=[CH:32][C:22]([C:23]([NH:25][C@@H:26]2[CH2:30][CH2:29][N:28]([CH3:31])[CH2:27]2)=[O:24])=[CH:21][C:20]=1[O:34][CH2:35][CH3:36].O.C1(C)C=CC(S(O)(=O)=O)=CC=1. The catalyst is CC(C)CC(O)C. The product is [CH2:35]([O:34][C:20]1[CH:21]=[C:22]([CH:32]=[CH:33][C:19]=1[NH:18][C:2]1[N:12]=[C:11]2[C:5]([N:6]([CH3:17])[C:7](=[O:16])[CH2:8][CH2:9][N:10]2[CH:13]([CH3:15])[CH3:14])=[CH:4][N:3]=1)[C:23]([NH:25][C@@H:26]1[CH2:30][CH2:29][N:28]([CH3:31])[CH2:27]1)=[O:24])[CH3:36]. The yield is 0.610. (2) The reactants are [H-].[Na+].[C:3]([O:11][CH2:12][CH3:13])(=[O:10])[CH2:4][C:5]([O:7][CH2:8][CH3:9])=[O:6].[Br:14][C:15]1[CH:16]=[C:17]([N+:22]([O-:24])=[O:23])[C:18](Cl)=[N:19][CH:20]=1.CCOC(C)=O. The catalyst is CN(C=O)C. The product is [Br:14][C:15]1[CH:16]=[C:17]([N+:22]([O-:24])=[O:23])[C:18]([CH:4]([C:5]([O:7][CH2:8][CH3:9])=[O:6])[C:3]([O:11][CH2:12][CH3:13])=[O:10])=[N:19][CH:20]=1. The yield is 0.678. (3) The reactants are [F:1][C:2]1[CH:3]=[C:4]([OH:11])[CH:5]=[CH:6][C:7]=1[N+:8]([O-:10])=[O:9].C(N(C(C)C)CC)(C)C.[CH3:21][Si:22]([CH3:29])([CH3:28])[CH2:23][CH2:24][O:25][CH2:26]Cl. The catalyst is ClCCl. The product is [F:1][C:2]1[CH:3]=[C:4]([O:11][CH2:26][O:25][CH2:24][CH2:23][Si:22]([CH3:29])([CH3:28])[CH3:21])[CH:5]=[CH:6][C:7]=1[N+:8]([O-:10])=[O:9]. The yield is 0.960.